This data is from Reaction yield outcomes from USPTO patents with 853,638 reactions. The task is: Predict the reaction yield, written as a fraction of the theoretical maximum amount of product (1.0 means a 100% yield; for example, 0.34 means a 34% yield). (1) The reactants are CN(OC)[C:3](=[O:12])[C:4]1[CH:9]=[CH:8][CH:7]=[C:6]([O:10][CH3:11])[CH:5]=1.[CH2:15]([Mg]Br)[CH3:16].Cl. The catalyst is C1COCC1. The product is [CH3:11][O:10][C:6]1[CH:5]=[C:4]([C:3](=[O:12])[CH2:15][CH3:16])[CH:9]=[CH:8][CH:7]=1. The yield is 0.990. (2) The product is [Cl:25][CH2:19][C:18]1[CH:21]=[CH:22][C:15]([O:14][CH2:13][C:3]2[N:4]=[C:5]([C:7]3[CH:12]=[CH:11][CH:10]=[CH:9][CH:8]=3)[O:6][C:2]=2[CH3:1])=[CH:16][CH:17]=1. The catalyst is C1(C)C=CC=CC=1. The yield is 0.990. The reactants are [CH3:1][C:2]1[O:6][C:5]([C:7]2[CH:12]=[CH:11][CH:10]=[CH:9][CH:8]=2)=[N:4][C:3]=1[CH2:13][O:14][C:15]1[CH:22]=[CH:21][C:18]([CH2:19]O)=[CH:17][CH:16]=1.S(Cl)([Cl:25])=O. (3) The reactants are [NH2:1][C:2]1[CH:10]=[CH:9][C:5]([CH2:6][C:7]#[N:8])=[CH:4][CH:3]=1.[C-:11]#[N:12].[Na+].Cl.[CH2:15]=O. The catalyst is CO.O. The product is [C:11]([CH2:15][NH:1][C:2]1[CH:10]=[CH:9][C:5]([CH2:6][C:7]#[N:8])=[CH:4][CH:3]=1)#[N:12]. The yield is 0.970. (4) The reactants are [Br:1][CH2:2][CH2:3][CH2:4][O:5][C:6]1[CH:11]=[C:10]([O:12][CH3:13])[CH:9]=[CH:8][C:7]=1[NH2:14].C(N(CC)CC)C.[C:22](Cl)(=[O:24])[CH3:23]. The catalyst is C1COCC1. The product is [Br:1][CH2:2][CH2:3][CH2:4][O:5][C:6]1[CH:11]=[C:10]([O:12][CH3:13])[CH:9]=[CH:8][C:7]=1[NH:14][C:22](=[O:24])[CH3:23]. The yield is 0.642. (5) The reactants are [F:1][C:2]1[CH:3]=[C:4]([CH:17]=[C:18]([F:31])[C:19]=1[O:20][C:21]1[CH:22]=[N:23][C:24]([C:27]([F:30])([F:29])[F:28])=[N:25][CH:26]=1)[CH2:5][CH2:6][O:7][C:8]1[NH:9][CH:10]=[C:11]([CH2:15][CH3:16])[C:12](=[O:14])[N:13]=1.[CH3:32]CN(C(C)C)C(C)C.CI. The catalyst is C(Cl)Cl. The product is [F:31][C:18]1[CH:17]=[C:4]([CH:3]=[C:2]([F:1])[C:19]=1[O:20][C:21]1[CH:26]=[N:25][C:24]([C:27]([F:29])([F:30])[F:28])=[N:23][CH:22]=1)[CH2:5][CH2:6][O:7][C:8]1[N:9]([CH3:32])[CH:10]=[C:11]([CH2:15][CH3:16])[C:12](=[O:14])[N:13]=1. The yield is 0.388. (6) The reactants are [C:1]([C:5]1[CH:9]=[C:8]([NH:10][C:11]([NH:13][C:14]2[CH:19]=[CH:18][CH:17]=[C:16]([Cl:20])[C:15]=2[Cl:21])=[O:12])[N:7]([C:22]2[CH:31]=[C:30]3[C:25]([CH2:26][CH2:27][NH:28][C:29]3=O)=[CH:24][CH:23]=2)[N:6]=1)([CH3:4])([CH3:3])[CH3:2].[H-].[H-].[H-].[H-].[Li+].[Al+3]. The catalyst is C1COCC1. The product is [C:1]([C:5]1[CH:9]=[C:8]([NH:10][C:11]([NH:13][C:14]2[CH:19]=[CH:18][CH:17]=[C:16]([Cl:20])[C:15]=2[Cl:21])=[O:12])[N:7]([C:22]2[CH:31]=[C:30]3[C:25]([CH2:26][CH2:27][NH:28][CH2:29]3)=[CH:24][CH:23]=2)[N:6]=1)([CH3:4])([CH3:2])[CH3:3]. The yield is 0.700. (7) The reactants are [NH:1]1[CH2:6][CH2:5][CH:4]([OH:7])[CH2:3][CH2:2]1.[C:8](O[C:8]([O:10][C:11]([CH3:14])([CH3:13])[CH3:12])=[O:9])([O:10][C:11]([CH3:14])([CH3:13])[CH3:12])=[O:9]. The catalyst is C(#N)C.CN(C1C=CN=CC=1)C. The product is [OH:7][CH:4]1[CH2:5][CH2:6][N:1]([C:8]([O:10][C:11]([CH3:14])([CH3:13])[CH3:12])=[O:9])[CH2:2][CH2:3]1. The yield is 0.990. (8) The reactants are [F:1][C:2]1[CH:7]=[CH:6][C:5]([C:8]2[N:12]=[C:11]([NH2:13])[NH:10][N:9]=2)=[CH:4][CH:3]=1.CC1C=CC(S(O)(=O)=O)=CC=1.[Cl:25][C:26]1[CH:31]=[CH:30][C:29]([C:32](=O)[CH2:33][C:34](OCC)=[O:35])=[CH:28][C:27]=1[O:40][CH3:41]. The catalyst is CCCCO. The product is [Cl:25][C:26]1[CH:31]=[CH:30][C:29]([C:32]2[NH:13][C:11]3[N:10]([N:9]=[C:8]([C:5]4[CH:4]=[CH:3][C:2]([F:1])=[CH:7][CH:6]=4)[N:12]=3)[C:34](=[O:35])[CH:33]=2)=[CH:28][C:27]=1[O:40][CH3:41]. The yield is 0.160. (9) The reactants are [CH3:1][N:2]1[C:10]2[C:5](=[CH:6][CH:7]=[CH:8][CH:9]=2)[C:4]([C:11]2[C:12]([NH:14][C:15](=[O:23])[C:16]=2[C:17]2[CH:22]=[CH:21][CH:20]=[CH:19][CH:18]=2)=[O:13])=[CH:3]1.[H-].[Na+].[CH3:26]I.[Cl-].[Na+]. The catalyst is CN(C=O)C. The product is [CH3:1][N:2]1[C:10]2[C:5](=[CH:6][CH:7]=[CH:8][CH:9]=2)[C:4]([C:11]2[C:12]([N:14]([CH3:26])[C:15](=[O:23])[C:16]=2[C:17]2[CH:22]=[CH:21][CH:20]=[CH:19][CH:18]=2)=[O:13])=[CH:3]1. The yield is 0.930. (10) The product is [CH2:1]([O:8][C:9]1[CH:10]=[C:11]([CH2:22][CH2:23][C:24]([O:26][CH3:27])=[O:25])[CH:12]=[N:13][C:14]=1[NH:15][C:16]1[S:17][CH:18]=[C:19]([CH3:21])[N:20]=1)[C:2]1[CH:7]=[CH:6][CH:5]=[CH:4][CH:3]=1. The catalyst is C1(C)C=CC=CC=1. The reactants are [CH2:1]([O:8][C:9]1[CH:10]=[C:11](/[CH:22]=[CH:23]/[C:24]([O:26][CH3:27])=[O:25])[CH:12]=[N:13][C:14]=1[NH:15][C:16]1[S:17][CH:18]=[C:19]([CH3:21])[N:20]=1)[C:2]1[CH:7]=[CH:6][CH:5]=[CH:4][CH:3]=1.CC1C=CC(S(NN)(=O)=O)=CC=1. The yield is 0.324.